Dataset: Reaction yield outcomes from USPTO patents with 853,638 reactions. Task: Predict the reaction yield, written as a fraction of the theoretical maximum amount of product (1.0 means a 100% yield; for example, 0.34 means a 34% yield). (1) The reactants are Br[C:2]1[CH:3]=[CH:4][C:5]2[O:9][C:8]([CH:10]=[CH2:11])=[N:7][C:6]=2[CH:12]=1.[C:13]([C:15]1[CH:20]=[CH:19][C:18](B(O)O)=[CH:17][CH:16]=1)#[N:14].C(P(C(C)(C)C)C(C)(C)C)(C)(C)C.O1CCCC1. The catalyst is CCCCCC. The product is [CH:10]([C:8]1[O:9][C:5]2[CH:4]=[CH:3][C:2]([C:18]3[CH:19]=[CH:20][C:15]([C:13]#[N:14])=[CH:16][CH:17]=3)=[CH:12][C:6]=2[N:7]=1)=[CH2:11]. The yield is 0.780. (2) The reactants are [CH3:1][O:2][C:3]1[CH:4]=[C:5]2[C:10](=[CH:11][CH:12]=1)[C:9]([C:13](=[O:29])[C:14]1[CH:19]=[CH:18][C:17]([O:20][CH2:21][CH2:22][N:23]3[CH2:28][CH2:27][CH2:26][CH2:25][CH2:24]3)=[CH:16][CH:15]=1)=[C:8](OS(C(F)(F)F)(=O)=O)[CH:7]=[CH:6]2.Br[C:39]1[C:44]([F:45])=[C:43]([F:46])[CH:42]=[CH:41][C:40]=1[F:47].OC1C=C2C(=CC=1)C(C(C1C=CC(OCCN3CCCCC3)=CC=1)=O)=C(C1C=C(F)C=C(F)C=1F)C=C2. No catalyst specified. The product is [CH3:1][O:2][C:3]1[CH:4]=[C:5]2[C:10](=[CH:11][CH:12]=1)[C:9]([C:13]([C:14]1[CH:19]=[CH:18][C:17]([O:20][CH2:21][CH2:22][N:23]3[CH2:24][CH2:25][CH2:26][CH2:27][CH2:28]3)=[CH:16][CH:15]=1)=[O:29])=[C:8]([C:39]1[C:40]([F:47])=[CH:41][CH:42]=[C:43]([F:46])[C:44]=1[F:45])[CH:7]=[CH:6]2. The yield is 0.450. (3) The reactants are C([O:3][C:4](=[O:44])[C:5]([NH:7][C:8]1[CH:9]=[C:10]([C:24]2[CH:29]=[CH:28][C:27]([CH2:30][C:31]3[C:35]4[CH:36]=[CH:37][CH:38]=[CH:39][C:34]=4[O:33][C:32]=3[CH2:40][CH2:41][CH2:42][CH3:43])=[CH:26][CH:25]=2)[CH:11]=[CH:12][C:13]=1[O:14][CH2:15][CH2:16][CH2:17][C:18]1[CH:23]=[CH:22][CH:21]=[CH:20][CH:19]=1)=[O:6])C.[OH-].[Na+].Cl. The catalyst is C(O)C. The product is [CH2:40]([C:32]1[O:33][C:34]2[CH:39]=[CH:38][CH:37]=[CH:36][C:35]=2[C:31]=1[CH2:30][C:27]1[CH:28]=[CH:29][C:24]([C:10]2[CH:11]=[CH:12][C:13]([O:14][CH2:15][CH2:16][CH2:17][C:18]3[CH:19]=[CH:20][CH:21]=[CH:22][CH:23]=3)=[C:8]([NH:7][C:5](=[O:6])[C:4]([OH:44])=[O:3])[CH:9]=2)=[CH:25][CH:26]=1)[CH2:41][CH2:42][CH3:43]. The yield is 0.280. (4) No catalyst specified. The yield is 0.900. The reactants are CO[C:3]([C:5]1([NH:8][C:9](=[O:25])[O:10][CH2:11][CH:12]2[C:24]3[CH:23]=[CH:22][CH:21]=[CH:20][C:19]=3[C:18]3[C:13]2=[CH:14][CH:15]=[CH:16][CH:17]=3)[CH2:7][CH2:6]1)=[O:4].[H-].[H-].[H-].[H-].[Li+].[Al+3].O.[CH2:33]1[CH2:37]OC[CH2:34]1. The product is [OH:4][CH2:3][C:5]1([NH:8][C:9](=[O:25])[O:10][CH2:11][CH:12]2[C:24]3[CH:23]=[CH:22][CH:21]=[CH:20][C:19]=3[C:18]3[C:13]2=[CH:14][CH:15]=[CH:16][CH:17]=3)[CH2:7][CH2:6][CH2:37][CH2:33][CH2:34]1. (5) The reactants are C([O:4][CH2:5][C:6]1[CH:11]=[C:10]([C:12]2[CH:13]=[N:14][N:15]3[C:20]([C:21]([F:24])([F:23])[F:22])=[CH:19][C:18]([C:25]4[CH:30]=[CH:29][C:28]([C:31]([F:34])([F:33])[F:32])=[CH:27][CH:26]=4)=[N:17][C:16]=23)[CH:9]=[CH:8][N:7]=1)(=O)C.C[O-].[Na+].O. The catalyst is CO. The product is [F:34][C:31]([F:32])([F:33])[C:28]1[CH:29]=[CH:30][C:25]([C:18]2[CH:19]=[C:20]([C:21]([F:22])([F:23])[F:24])[N:15]3[N:14]=[CH:13][C:12]([C:10]4[CH:9]=[CH:8][N:7]=[C:6]([CH2:5][OH:4])[CH:11]=4)=[C:16]3[N:17]=2)=[CH:26][CH:27]=1. The yield is 0.780. (6) The reactants are [Br:1][C:2]1[CH:3]=[CH:4][C:5]([C:8]([OH:10])=O)=[N:6][CH:7]=1.S(Cl)(Cl)=O.C[N:16](C=O)C. The catalyst is C(Cl)Cl. The product is [Br:1][C:2]1[CH:3]=[CH:4][C:5]([C:8]([NH2:16])=[O:10])=[N:6][CH:7]=1. The yield is 0.924. (7) The catalyst is C(O)(=O)C. The reactants are S(=O)(=O)(O)[OH:2].[CH2:6]([N:13]1[CH2:18][CH2:17][C:16]([CH2:21][C:22]#[N:23])([C:19]#N)[CH2:15][CH2:14]1)[C:7]1[CH:12]=[CH:11][CH:10]=[CH:9][CH:8]=1.[OH-:24].[Na+]. The product is [CH2:6]([N:13]1[CH2:14][CH2:15][C:16]2([C:19](=[O:24])[NH:23][C:22](=[O:2])[CH2:21]2)[CH2:17][CH2:18]1)[C:7]1[CH:8]=[CH:9][CH:10]=[CH:11][CH:12]=1. The yield is 0.818. (8) The product is [Br:1][C:2]1[C:3]([CH3:9])=[N:4][C:5]([NH:11][C@H:12]([C:14]2[C:15](=[O:25])[NH:16][C:17]3[C:22]([CH:23]=2)=[CH:21][C:20]([Cl:24])=[CH:19][CH:18]=3)[CH3:13])=[N:6][CH:7]=1. The catalyst is CS(C)=O. The yield is 0.840. The reactants are [Br:1][C:2]1[C:3]([CH3:9])=[N:4][C:5](Cl)=[N:6][CH:7]=1.Cl.[NH2:11][C@H:12]([C:14]1[C:15](=[O:25])[NH:16][C:17]2[C:22]([CH:23]=1)=[CH:21][C:20]([Cl:24])=[CH:19][CH:18]=2)[CH3:13].CCN(C(C)C)C(C)C.